Dataset: Peptide-MHC class I binding affinity with 185,985 pairs from IEDB/IMGT. Task: Regression. Given a peptide amino acid sequence and an MHC pseudo amino acid sequence, predict their binding affinity value. This is MHC class I binding data. (1) The peptide sequence is KRWGFRSGV. The MHC is HLA-A68:02 with pseudo-sequence HLA-A68:02. The binding affinity (normalized) is 0.0847. (2) The binding affinity (normalized) is 0. The MHC is HLA-B15:01 with pseudo-sequence HLA-B15:01. The peptide sequence is TSPDLSFSL. (3) The peptide sequence is KVFPYALINK. The MHC is HLA-B53:01 with pseudo-sequence HLA-B53:01. The binding affinity (normalized) is 0. (4) The peptide sequence is LSEEIGLDL. The MHC is HLA-A24:03 with pseudo-sequence HLA-A24:03. The binding affinity (normalized) is 0.0847.